From a dataset of Full USPTO retrosynthesis dataset with 1.9M reactions from patents (1976-2016). Predict the reactants needed to synthesize the given product. (1) Given the product [OH:24][CH2:23][C@H:12]([NH:11][C:5](=[O:7])[C:4]1[CH:8]=[CH:9][CH:10]=[C:2]([I:1])[CH:3]=1)[CH2:13][C:14]1[C:22]2[C:17](=[CH:18][CH:19]=[CH:20][CH:21]=2)[NH:16][CH:15]=1, predict the reactants needed to synthesize it. The reactants are: [I:1][C:2]1[CH:3]=[C:4]([CH:8]=[CH:9][CH:10]=1)[C:5]([OH:7])=O.[NH2:11][C@@H:12]([CH2:23][OH:24])[CH2:13][C:14]1[C:22]2[C:17](=[CH:18][CH:19]=[CH:20][CH:21]=2)[NH:16][CH:15]=1.C1C=CC2N(O)N=NC=2C=1.CCN=C=NCCCN(C)C.Cl. (2) Given the product [CH3:1][O:2][C:3](=[O:13])[C:4]1[CH:9]=[CH:8][C:7]([CH2:10][CH2:11][O:12][C:14]2[CH:19]=[CH:18][CH:17]=[CH:16][CH:15]=2)=[CH:6][CH:5]=1, predict the reactants needed to synthesize it. The reactants are: [CH3:1][O:2][C:3](=[O:13])[C:4]1[CH:9]=[CH:8][C:7]([CH2:10][CH2:11][OH:12])=[CH:6][CH:5]=1.[C:14]1(P([C:14]2[CH:19]=[CH:18][CH:17]=[CH:16][CH:15]=2)[C:14]2[CH:19]=[CH:18][CH:17]=[CH:16][CH:15]=2)[CH:19]=[CH:18][CH:17]=[CH:16][CH:15]=1.N(C(OCC)=O)=NC(OCC)=O.C1(O)C=CC=CC=1.